From a dataset of Catalyst prediction with 721,799 reactions and 888 catalyst types from USPTO. Predict which catalyst facilitates the given reaction. (1) Reactant: [F:1][C:2]1([F:40])[CH2:7][CH2:6][CH:5]([C:8]([NH:10][CH2:11][C:12]([CH3:39])([C:33]2[CH:38]=[CH:37][CH:36]=[CH:35][CH:34]=2)[CH2:13][CH2:14][N:15]2[C@H:20]3[CH2:21][CH2:22][C@@H:16]2[CH2:17][CH:18]([N:23]2[C:27]4[CH:28]=[CH:29][CH:30]=[CH:31][C:26]=4[N:25]=[C:24]2[CH3:32])[CH2:19]3)=[O:9])[CH2:4][CH2:3]1.[H-].[Na+].I[CH3:44].O. Product: [F:40][C:2]1([F:1])[CH2:7][CH2:6][CH:5]([C:8]([N:10]([CH3:44])[CH2:11][C:12]([CH3:39])([C:33]2[CH:38]=[CH:37][CH:36]=[CH:35][CH:34]=2)[CH2:13][CH2:14][N:15]2[C@H:20]3[CH2:21][CH2:22][C@@H:16]2[CH2:17][CH:18]([N:23]2[C:27]4[CH:28]=[CH:29][CH:30]=[CH:31][C:26]=4[N:25]=[C:24]2[CH3:32])[CH2:19]3)=[O:9])[CH2:4][CH2:3]1. The catalyst class is: 3. (2) Reactant: [Br:1][C:2]1[N:3]=[C:4]2[C:12](=[CH:13][C:14]=1[O:15][CH2:16][CH3:17])[CH:11]=[C:10]1[N:5]2[C@H:6]([CH3:19])[CH2:7][NH:8][C:9]1=O.[H-].[Al+3].[Li+].[H-].[H-].[H-].[C:26]([O:30][C:31](O[C:31]([O:30][C:26]([CH3:29])([CH3:28])[CH3:27])=[O:32])=[O:32])([CH3:29])([CH3:28])[CH3:27]. Product: [C:26]([O:30][C:31]([N:8]1[CH2:7][C@@H:6]([CH3:19])[N:5]2[C:10](=[CH:11][C:12]3[C:4]2=[N:3][C:2]([Br:1])=[C:14]([O:15][CH2:16][CH3:17])[CH:13]=3)[CH2:9]1)=[O:32])([CH3:29])([CH3:28])[CH3:27]. The catalyst class is: 277.